Dataset: Forward reaction prediction with 1.9M reactions from USPTO patents (1976-2016). Task: Predict the product of the given reaction. (1) Given the reactants [NH2:1][C:2]1[CH:3]=[C:4]([C:8](=[O:10])[CH3:9])[CH:5]=[CH:6][CH:7]=1.[F:11][C:12]([F:18])([F:17])[C:13](OC)=[O:14].O, predict the reaction product. The product is: [C:8]([C:4]1[CH:3]=[C:2]([NH:1][C:13](=[O:14])[C:12]([F:18])([F:17])[F:11])[CH:7]=[CH:6][CH:5]=1)(=[O:10])[CH3:9]. (2) Given the reactants [K+].[OH:2][CH2:3][CH2:4][CH2:5][C:6]([O-:8])=[O:7].Br[CH2:10][CH3:11].O, predict the reaction product. The product is: [OH:2][CH2:3][CH2:4][CH2:5][C:6]([O:8][CH2:10][CH3:11])=[O:7]. (3) Given the reactants C(O[C:4]([C:6]1[C:7](=[O:23])[N:8]([CH2:18][CH2:19][CH:20]([CH3:22])[CH3:21])[N:9]=[C:10]([C:13]2[S:14][CH:15]=[CH:16][CH:17]=2)[C:11]=1[OH:12])=O)C.[NH2:24][C:25]1[CH:30]=[CH:29][C:28]([I:31])=[CH:27][C:26]=1[S:32]([NH2:35])(=[O:34])=[O:33], predict the reaction product. The product is: [OH:12][C:11]1[C:10]([C:13]2[S:14][CH:15]=[CH:16][CH:17]=2)=[N:9][N:8]([CH2:18][CH2:19][CH:20]([CH3:21])[CH3:22])[C:7](=[O:23])[C:6]=1[C:4]1[NH:24][C:25]2[CH:30]=[CH:29][C:28]([I:31])=[CH:27][C:26]=2[S:32](=[O:34])(=[O:33])[N:35]=1. (4) Given the reactants [CH2:1]([O:4][C:5](=[O:15])[CH2:6][CH2:7][C:8]1[CH:13]=[CH:12][CH:11]=[C:10]([OH:14])[CH:9]=1)[CH:2]=[CH2:3].[F:16][C:17]([F:42])([F:41])[C:18]1[CH:19]=[CH:20][C:21]([O:24][C:25]2[CH:30]=[CH:29][C:28]([O:31][C:32]([N:34]3[CH2:39][CH2:38][CH:37](O)[CH2:36][CH2:35]3)=[O:33])=[CH:27][CH:26]=2)=[N:22][CH:23]=1, predict the reaction product. The product is: [F:42][C:17]([F:16])([F:41])[C:18]1[CH:19]=[CH:20][C:21]([O:24][C:25]2[CH:26]=[CH:27][C:28]([O:31][C:32]([N:34]3[CH2:39][CH2:38][CH:37]([O:14][C:10]4[CH:11]=[CH:12][CH:13]=[C:8]([CH2:7][CH2:6][C:5]([O:4][CH2:1][CH:2]=[CH2:3])=[O:15])[CH:9]=4)[CH2:36][CH2:35]3)=[O:33])=[CH:29][CH:30]=2)=[N:22][CH:23]=1. (5) Given the reactants [Br:1][C:2]1[CH:7]=[CH:6][CH:5]=[C:4](F)[N:3]=1.C(N(C(C)C)C(C)C)C.Cl.[F:19][C:20]1[CH:30]=[CH:29][C:23]([O:24][CH:25]2[CH2:28][NH:27][CH2:26]2)=[CH:22][CH:21]=1, predict the reaction product. The product is: [Br:1][C:2]1[CH:7]=[CH:6][CH:5]=[C:4]([N:27]2[CH2:28][CH:25]([O:24][C:23]3[CH:22]=[CH:21][C:20]([F:19])=[CH:30][CH:29]=3)[CH2:26]2)[N:3]=1. (6) Given the reactants N[C:2]1[CH:10]=[CH:9][C:8]([S:11]([CH3:14])(=[O:13])=[O:12])=[CH:7][C:3]=1[C:4]([OH:6])=[O:5].N([O-])=O.[Na+].[I-:19].[K+], predict the reaction product. The product is: [I:19][C:2]1[CH:10]=[CH:9][C:8]([S:11]([CH3:14])(=[O:13])=[O:12])=[CH:7][C:3]=1[C:4]([OH:6])=[O:5]. (7) Given the reactants [OH:1][C:2]1[C:3](=[O:19])[N:4]([CH3:18])[C:5]([C:13]([N:15]([CH3:17])[CH3:16])=[O:14])=[C:6]2[C:11]=1[C:10](=O)[NH:9][CH2:8][CH2:7]2.[C:20]([O-:23])([O-])=O.[Cs+].[Cs+].[Cl:26][C:27]1[CH:28]=[C:29]([CH:32]=[CH:33][C:34]=1[F:35])[CH2:30]Br.[H-].[Na+], predict the reaction product. The product is: [Cl:26][C:27]1[CH:28]=[C:29]([CH:32]=[CH:33][C:34]=1[F:35])[CH2:10][N:9]1[CH2:8][CH2:7][C:6]2[C:11](=[C:2]([O:1][CH2:30][C:29]3[CH:32]=[CH:33][C:34]([F:35])=[C:27]([Cl:26])[CH:28]=3)[C:3](=[O:19])[N:4]([CH3:18])[C:5]=2[C:13]([N:15]([CH3:16])[CH3:17])=[O:14])[C:20]1=[O:23].